Dataset: Catalyst prediction with 721,799 reactions and 888 catalyst types from USPTO. Task: Predict which catalyst facilitates the given reaction. (1) Reactant: [OH:1][C:2]1[CH:9]=[CH:8][C:5]([CH2:6][OH:7])=[CH:4][CH:3]=1.Cl[C:11]([O:13][C:14]1[CH:19]=[CH:18][C:17]([N+:20]([O-:22])=[O:21])=[CH:16][CH:15]=1)=[O:12].CCN(C(C)C)C(C)C. The catalyst class is: 22. Product: [N+:20]([C:17]1[CH:16]=[CH:15][C:14]([O:13][C:11](=[O:12])[O:1][C:2]2[CH:9]=[CH:8][C:5]([CH2:6][OH:7])=[CH:4][CH:3]=2)=[CH:19][CH:18]=1)([O-:22])=[O:21]. (2) Reactant: [CH:1]([C:4]1[CH:5]=[C:6]([C@@H:10]([NH:12][C:13]([C:15]2[CH:16]=[C:17]3[C:21](=[CH:22][CH:23]=2)[N:20]([CH2:24][C:25]2[CH:30]=[CH:29][C:28]([C:31]4[C:32]([C:37](O)=[O:38])=[CH:33][CH:34]=[CH:35][CH:36]=4)=[CH:27][CH:26]=2)[C:19]([CH3:40])=[C:18]3[CH3:41])=[O:14])[CH3:11])[CH:7]=[CH:8][CH:9]=1)([CH3:3])[CH3:2].[CH3:42][S:43]([NH2:46])(=[O:45])=[O:44].CCN=C=NCCCN(C)C. Product: [CH:1]([C:4]1[CH:5]=[C:6]([C@@H:10]([NH:12][C:13]([C:15]2[CH:16]=[C:17]3[C:21](=[CH:22][CH:23]=2)[N:20]([CH2:24][C:25]2[CH:26]=[CH:27][C:28]([C:31]4[CH:36]=[CH:35][CH:34]=[CH:33][C:32]=4[C:37](=[O:38])[NH:46][S:43]([CH3:42])(=[O:45])=[O:44])=[CH:29][CH:30]=2)[C:19]([CH3:40])=[C:18]3[CH3:41])=[O:14])[CH3:11])[CH:7]=[CH:8][CH:9]=1)([CH3:3])[CH3:2]. The catalyst class is: 241. (3) Reactant: [Cl:1][C:2]1[C:3]([OH:13])=[CH:4][C:5]([OH:12])=[C:6]([CH:11]=1)[C:7]([O:9][CH3:10])=[O:8].Cl[CH2:15][C:16]1[CH:21]=[CH:20][C:19]([O:22][CH3:23])=[CH:18][CH:17]=1.C([O-])([O-])=O.[K+].[K+]. Product: [Cl:1][C:2]1[C:3]([O:13][CH2:15][C:16]2[CH:21]=[CH:20][C:19]([O:22][CH3:23])=[CH:18][CH:17]=2)=[CH:4][C:5]([OH:12])=[C:6]([CH:11]=1)[C:7]([O:9][CH3:10])=[O:8]. The catalyst class is: 21. (4) The catalyst class is: 435. Product: [Br:1][C:2]1[CH:3]=[C:4]2[C:9](=[CH:10][CH:11]=1)[N:8]=[C:7]([NH:13][C:14]1[CH:19]=[CH:18][CH:17]=[CH:16][CH:15]=1)[CH:6]=[N:5]2. Reactant: [Br:1][C:2]1[CH:3]=[C:4]2[C:9](=[CH:10][CH:11]=1)[N:8]=[C:7](Cl)[CH:6]=[N:5]2.[NH2:13][C:14]1[CH:19]=[CH:18][CH:17]=[CH:16][CH:15]=1.C(N(C(C)C)C(C)C)C. (5) Product: [C:1]([Cl:30])(=[O:26])[CH2:2][CH2:3][C@H:4]([C@@H:6]1[C@:23]2([CH3:24])[C@H:9]([C@H:10]3[C@H:20]([CH2:21][CH2:22]2)[C@:18]2([CH3:19])[C@@H:13]([CH2:14][CH2:15][CH2:16][CH2:17]2)[CH2:12][CH2:11]3)[CH2:8][CH2:7]1)[CH3:5]. Reactant: [C:1]([OH:26])(=O)[CH2:2][CH2:3][C@H:4]([C@@H:6]1[C@:23]2([CH3:24])[C@H:9]([C@H:10]3[C@H:20]([CH2:21][CH2:22]2)[C@:18]2([CH3:19])[C@@H:13]([CH2:14][CH2:15][CH2:16][CH2:17]2)[CH2:12][CH2:11]3)[CH2:8][CH2:7]1)[CH3:5].C(Cl)(=O)C([Cl:30])=O. The catalyst class is: 2. (6) Reactant: [C:1]([C:5]1[CH:10]=[CH:9][C:8]([C@@H:11]([NH:13][C:14]([C:16]2[CH:17]=[C:18]3[C:22](=[CH:23][CH:24]=2)[N:21]([CH2:25][C:26]2[CH:27]=[C:28]([CH:35]=[CH:36][CH:37]=2)[O:29][C@@H:30]([CH3:34])[C:31](O)=[O:32])[C:20]([CH3:38])=[C:19]3[CH3:39])=[O:15])[CH3:12])=[CH:7][CH:6]=1)([CH3:4])([CH3:3])[CH3:2].[NH4+:40].[Cl-].CN(C(ON1N=NC2C=CC=NC1=2)=[N+](C)C)C.F[P-](F)(F)(F)(F)F.CCN(C(C)C)C(C)C. Product: [NH2:40][C:31](=[O:32])[C@@H:30]([O:29][C:28]1[CH:27]=[C:26]([CH:37]=[CH:36][CH:35]=1)[CH2:25][N:21]1[C:22]2[C:18](=[CH:17][C:16]([C:14]([NH:13][C@H:11]([C:8]3[CH:7]=[CH:6][C:5]([C:1]([CH3:2])([CH3:3])[CH3:4])=[CH:10][CH:9]=3)[CH3:12])=[O:15])=[CH:24][CH:23]=2)[C:19]([CH3:39])=[C:20]1[CH3:38])[CH3:34]. The catalyst class is: 2. (7) Reactant: [ClH:1].Cl.[O:3]([CH2:10][C@@H:11]([OH:33])[CH2:12][NH:13][C@@H:14]([CH2:17][C:18]1[CH:23]=[CH:22][C:21]([O:24][C:25]2[C:30]([CH2:31]O)=[CH:29][CH:28]=[CH:27][N:26]=2)=[CH:20][CH:19]=1)[CH2:15][OH:16])[C:4]1[CH:9]=[CH:8][CH:7]=[CH:6][CH:5]=1.[H][H]. Product: [ClH:1].[ClH:1].[O:3]([CH2:10][C@@H:11]([OH:33])[CH2:12][NH:13][C@@H:14]([CH2:17][C:18]1[CH:23]=[CH:22][C:21]([O:24][C:25]2[C:30]([CH3:31])=[CH:29][CH:28]=[CH:27][N:26]=2)=[CH:20][CH:19]=1)[CH2:15][OH:16])[C:4]1[CH:9]=[CH:8][CH:7]=[CH:6][CH:5]=1. The catalyst class is: 563.